From a dataset of Full USPTO retrosynthesis dataset with 1.9M reactions from patents (1976-2016). Predict the reactants needed to synthesize the given product. (1) The reactants are: Cl[C:2]1[C:3]2[C:4](=[CH:13][N:14](CC3C=CC(OC)=CC=3)[N:15]=2)[N:5]=[C:6]([C:8]2[CH:12]=[CH:11][S:10][CH:9]=2)[N:7]=1.C(OC(=O)[NH:31][C@@H:32]1[CH2:37][CH2:36][CH2:35][CH2:34][C@H:33]1[NH2:38])(C)(C)C.Cl. Given the product [S:10]1[CH:11]=[CH:12][C:8]([C:6]2[N:7]=[C:2]([NH:31][C@@H:32]3[CH2:37][CH2:36][CH2:35][CH2:34][C@H:33]3[NH2:38])[C:3]3[NH:15][N:14]=[CH:13][C:4]=3[N:5]=2)=[CH:9]1, predict the reactants needed to synthesize it. (2) Given the product [Cl:25][C:26]1[CH:27]=[C:28]([C:52]([NH:61][C@@H:60]2[CH2:55][CH2:56][S:57][C:58]2=[O:59])=[O:53])[CH:29]=[N:30][C:31]=1[NH:32][NH:33][C:34]([NH:36][CH:37]1[C:43]2[CH:44]=[CH:45][CH:46]=[CH:47][C:42]=2[CH2:41][CH2:40][C:39]2[CH:48]=[CH:49][CH:50]=[CH:51][C:38]1=2)=[S:35], predict the reactants needed to synthesize it. The reactants are: CN(C(ON1N=NC2C=CC=NC1=2)=[N+](C)C)C.F[P-](F)(F)(F)(F)F.[Cl:25][C:26]1[CH:27]=[C:28]([C:52](O)=[O:53])[CH:29]=[N:30][C:31]=1[NH:32][NH:33][C:34]([NH:36][CH:37]1[C:43]2[CH:44]=[CH:45][CH:46]=[CH:47][C:42]=2[CH2:41][CH2:40][C:39]2[CH:48]=[CH:49][CH:50]=[CH:51][C:38]1=2)=[S:35].[CH2:55]1[C@@H:60]([NH2:61])[C:58](=[O:59])[S:57][CH2:56]1.Cl.CCN(C(C)C)C(C)C.